Dataset: Catalyst prediction with 721,799 reactions and 888 catalyst types from USPTO. Task: Predict which catalyst facilitates the given reaction. (1) Reactant: C(OC([NH:8][CH2:9][C:10]([CH3:32])([CH3:31])[CH2:11][N:12]1[C:16]2=[N:17][C:18]([C:21]([O:23][CH2:24][CH3:25])=[O:22])=[CH:19][CH:20]=[C:15]2[CH:14]=[C:13]1[C:26]([O:28][CH2:29][CH3:30])=[O:27])=O)(C)(C)C.C(O)(C(F)(F)F)=O. Product: [NH2:8][CH2:9][C:10]([CH3:31])([CH3:32])[CH2:11][N:12]1[C:16]2=[N:17][C:18]([C:21]([O:23][CH2:24][CH3:25])=[O:22])=[CH:19][CH:20]=[C:15]2[CH:14]=[C:13]1[C:26]([O:28][CH2:29][CH3:30])=[O:27]. The catalyst class is: 2. (2) Reactant: Br[C:2]1[CH:25]=[CH:24][C:5]2[C:6]([NH:15][C@@H:16]([C:20]([F:23])([F:22])[F:21])[CH:17]([CH3:19])[CH3:18])=[N:7][C:8]3[CH:9]=[CH:10][NH:11][C:12](=[O:14])[C:13]=3[C:4]=2[CH:3]=1.C(=O)([O-])[O-].[Cs+].[Cs+].[N:32]1([CH2:38][C:39]([NH2:41])=[O:40])[CH2:37][CH2:36][O:35][CH2:34][CH2:33]1.CC1(C)C2C(=C(P(C3C=CC=CC=3)C3C=CC=CC=3)C=CC=2)OC2C(P(C3C=CC=CC=3)C3C=CC=CC=3)=CC=CC1=2. Product: [CH3:18][CH:17]([CH3:19])[C@@H:16]([NH:15][C:6]1[C:5]2[CH:24]=[CH:25][C:2]([NH:41][C:39](=[O:40])[CH2:38][N:32]3[CH2:37][CH2:36][O:35][CH2:34][CH2:33]3)=[CH:3][C:4]=2[C:13]2[C:12](=[O:14])[NH:11][CH:10]=[CH:9][C:8]=2[N:7]=1)[C:20]([F:22])([F:21])[F:23]. The catalyst class is: 62. (3) Reactant: C(O)C(N)(CO)CO.Cl.[Mg+2].[Cl-].[Cl-].C(S)[C@@H](O)[C@H](O)CS.[CH:21]1[N:25]([C@@H:26]2[O:30][C@@H:29]3[CH2:31][O:32]P(O)([O:35][C@H:28]3[C@H:27]2[OH:37])=O)[C:24]2[NH:38][C:39]([NH2:43])=[N:40][C:41](=[O:42])[C:23]=2[N:22]=1.C(N(CC(O)=O)CC(O)=O)COCCOCCN(CC(O)=O)CC(O)=O. Product: [C@@H:26]1([N:25]2[C:24]3[NH:38][C:39]([NH2:43])=[N:40][C:41](=[O:42])[C:23]=3[N:22]=[CH:21]2)[O:30][C@H:29]([CH2:31][OH:32])[C@@H:28]([OH:35])[C@H:27]1[OH:37]. The catalyst class is: 58.